This data is from Full USPTO retrosynthesis dataset with 1.9M reactions from patents (1976-2016). The task is: Predict the reactants needed to synthesize the given product. (1) The reactants are: [Cl:1][C:2]1[C:3]2[CH:11]=[CH:10][NH:9][C:4]=2[N:5]=[C:6]([NH2:8])[N:7]=1.[H-].[Na+].[S:14](Cl)([C:17]1[CH:23]=[CH:22][C:20]([CH3:21])=[CH:19][CH:18]=1)(=[O:16])=[O:15].CN(C)[CH:27]=[O:28]. Given the product [CH3:21][C:20]1[CH:22]=[CH:23][C:17]([S:14]([N:9]2[C:4]3[N:5]=[CH:6][N:7]=[C:2]([Cl:1])[C:3]=3[CH:11]=[CH:10]2)(=[O:16])=[O:15])=[CH:18][CH:19]=1.[CH3:27][O:28][C:2]1[C:3]2[CH:11]=[CH:10][NH:9][C:4]=2[N:5]=[C:6]([NH2:8])[N:7]=1, predict the reactants needed to synthesize it. (2) Given the product [CH3:1][O:2][C:3]1[CH:8]=[CH:7][CH:6]=[CH:5][C:4]=1[C:9]1[NH:13][N:12]=[C:11]([S:14][CH2:15][C:18]2[CH:19]=[CH:20][CH:21]=[CH:22][N:17]=2)[N:10]=1, predict the reactants needed to synthesize it. The reactants are: [CH3:1][O:2][C:3]1[CH:8]=[CH:7][CH:6]=[CH:5][C:4]=1[C:9]1[NH:13][N:12]=[C:11]([S:14][CH3:15])[N:10]=1.Cl.[N:17]1[CH:22]=[CH:21][CH:20]=[CH:19][C:18]=1CCl. (3) Given the product [N:48]12[CH2:55][CH2:54][CH:51]([CH2:52][CH2:53]1)[C@@H:50]([NH:56][C:11]([C:8]1[CH:9]=[CH:10][C:2]3[O:1][CH2:6][CH2:5][O:4][C:3]=3[CH:7]=1)=[O:13])[CH2:49]2, predict the reactants needed to synthesize it. The reactants are: [O:1]1[CH2:6][CH2:5][O:4][C:3]2[CH:7]=[C:8]([C:11]([OH:13])=O)[CH:9]=[CH:10][C:2]1=2.CN(C(ON1N=NC2C1=CC=CC=2)=[N+](C)C)C.F[P-](F)(F)(F)(F)F.C(N(C(C)C)CC)(C)C.Cl.[N:48]12[CH2:55][CH2:54][CH:51]([CH2:52][CH2:53]1)[C@@H:50]([NH2:56])[CH2:49]2. (4) Given the product [CH:20]1[N:19]=[CH:18][N:17]2[C:12]3([C:6]4[C:7](=[CH:8][C:3]([OH:2])=[CH:4][CH:5]=4)[O:9][CH2:10][CH2:11]3)[CH2:13][CH2:14][CH2:15][C:16]=12, predict the reactants needed to synthesize it. The reactants are: C[O:2][C:3]1[CH:8]=[C:7]2[O:9][CH2:10][CH2:11][C:12]3([N:17]4[CH:18]=[N:19][CH:20]=[C:16]4[CH2:15][CH2:14][CH2:13]3)[C:6]2=[CH:5][CH:4]=1.C[Si](I)(C)C.CO. (5) Given the product [CH2:1]([O:3][C:4]([C:6]1[N:7]=[C:8]([C:12]2[CH:17]=[CH:16][CH:15]=[CH:14][CH:13]=2)[O:9][C:10]=1[CH2:11][Br:25])=[O:5])[CH3:2], predict the reactants needed to synthesize it. The reactants are: [CH2:1]([O:3][C:4]([C:6]1[N:7]=[C:8]([C:12]2[CH:17]=[CH:16][CH:15]=[CH:14][CH:13]=2)[O:9][C:10]=1[CH3:11])=[O:5])[CH3:2].C1C(=O)N([Br:25])C(=O)C1.CC(N=NC(C#N)(C)C)(C#N)C.CCOC(C)=O. (6) Given the product [Br:4][C:5]1[CH:12]=[CH:11][C:8]([CH:9]=[O:10])=[C:7]([O:2][CH3:1])[C:6]=1[F:14], predict the reactants needed to synthesize it. The reactants are: [CH3:1][O-:2].[Na+].[Br:4][C:5]1[CH:12]=[CH:11][C:8]([CH:9]=[O:10])=[C:7](F)[C:6]=1[F:14]. (7) Given the product [C:1]([O:5][C:6]([CH2:8][NH:9][C:10]1[CH:11]=[C:12]([C:16]2[N:21]=[CH:20][C:19]([CH2:22][CH:23]([O:29][CH2:30][CH3:31])[C:24]([O:26][CH2:27][CH3:28])=[O:25])=[CH:18][CH:17]=2)[CH:13]=[CH:14][CH:15]=1)=[O:7])([CH3:4])([CH3:2])[CH3:3], predict the reactants needed to synthesize it. The reactants are: [C:1]([O:5][C:6]([CH2:8][NH:9][C:10]1[CH:11]=[C:12]([C:16]2[N:21]=[CH:20][C:19]([CH:22]=[C:23]([O:29][CH2:30][CH3:31])[C:24]([O:26][CH2:27][CH3:28])=[O:25])=[CH:18][CH:17]=2)[CH:13]=[CH:14][CH:15]=1)=[O:7])([CH3:4])([CH3:3])[CH3:2].[H][H].